From a dataset of Forward reaction prediction with 1.9M reactions from USPTO patents (1976-2016). Predict the product of the given reaction. Given the reactants Br[C:2]1[CH:3]=[C:4]2[N:10]=[CH:9][N:8]([CH2:11][C:12]3[CH:28]=[CH:27][C:15]4[N:16]=[C:17]([NH:19][C@@H:20]5[CH2:25][CH2:24][CH2:23][CH2:22][C@H:21]5[OH:26])[S:18][C:14]=4[CH:13]=3)[C:5]2=[N:6][CH:7]=1.[CH3:29][N:30]1[CH:34]=[C:33](B2OC(C)(C)C(C)(C)O2)[CH:32]=[N:31]1.C([O-])([O-])=O.[Na+].[Na+], predict the reaction product. The product is: [CH3:29][N:30]1[CH:34]=[C:33]([C:2]2[CH:3]=[C:4]3[N:10]=[CH:9][N:8]([CH2:11][C:12]4[CH:28]=[CH:27][C:15]5[N:16]=[C:17]([NH:19][C@@H:20]6[CH2:25][CH2:24][CH2:23][CH2:22][C@H:21]6[OH:26])[S:18][C:14]=5[CH:13]=4)[C:5]3=[N:6][CH:7]=2)[CH:32]=[N:31]1.